This data is from Reaction yield outcomes from USPTO patents with 853,638 reactions. The task is: Predict the reaction yield, written as a fraction of the theoretical maximum amount of product (1.0 means a 100% yield; for example, 0.34 means a 34% yield). (1) The reactants are [CH3:1][C:2]1[C:3]([CH3:21])=[CH:4][C:5]2[N:14]([CH2:15][CH:16]=O)[C:13]3[C:8]([C:9](=[O:19])[NH:10][C:11](=[O:18])[N:12]=3)=[N:7][C:6]=2[CH:20]=1.[NH:22]1[CH2:27][CH2:26][CH:25]([NH2:28])[CH2:24][CH2:23]1. No catalyst specified. The product is [NH2:28][CH:25]1[CH2:26][CH2:27][N:22]([CH2:16][CH2:15][N:14]2[C:13]3[C:8]([C:9](=[O:19])[NH:10][C:11](=[O:18])[N:12]=3)=[N:7][C:6]3[CH:20]=[C:2]([CH3:1])[C:3]([CH3:21])=[CH:4][C:5]2=3)[CH2:23][CH2:24]1. The yield is 0.880. (2) The reactants are O=[C:2]1[C:10]2[CH:9]=[CH:8][CH:7]=[C:6]([C:11]([OH:13])=[O:12])[C:5]=2[CH2:4][CH2:3]1.Cl.[I:15][C:16]1[CH:21]=[CH:20][C:19]([NH:22]N)=[CH:18][CH:17]=1. The catalyst is C(O)=O.Cl. The product is [I:15][C:16]1[CH:21]=[CH:20][C:19]2[NH:22][C:2]3[C:10]4[CH:9]=[CH:8][CH:7]=[C:6]([C:11]([OH:13])=[O:12])[C:5]=4[CH2:4][C:3]=3[C:18]=2[CH:17]=1. The yield is 0.0500. (3) The yield is 0.580. The product is [NH2:30][C:29]1[S:28][C:26]2[N:27]=[C:22]([NH:21][C:19]3[CH:20]=[C:15]([NH:14][C:12](=[O:13])[C:8]4[CH:9]=[CH:10][CH:11]=[C:6]([C:3]([C:1]#[N:2])([CH3:5])[CH3:4])[CH:7]=4)[CH:16]=[CH:17][C:18]=3[CH3:34])[N:23]=[CH:24][C:25]=2[N:31]=1. The reactants are [C:1]([C:3]([C:6]1[CH:7]=[C:8]([C:12]([NH:14][C:15]2[CH:16]=[CH:17][C:18]([CH3:34])=[C:19]([NH:21][C:22]3[N:27]=[C:26]([S:28][C:29]#[N:30])[C:25]([N+:31]([O-])=O)=[CH:24][N:23]=3)[CH:20]=2)=[O:13])[CH:9]=[CH:10][CH:11]=1)([CH3:5])[CH3:4])#[N:2].C(O)C.C(O)(=O)C. The catalyst is CN1CCCC1=O.[C].[Pd]. (4) The reactants are [CH:1]([C@H:4]1[CH2:8][O:7][C:6](=[O:9])[NH:5]1)([CH3:3])[CH3:2].[Li]CCCC.[C:15]1([CH2:21][CH2:22][CH2:23]Cl)[CH:20]=[CH:19][CH:18]=[CH:17][CH:16]=1.C1C[O:28]CC1. No catalyst specified. The product is [CH:1]([C@H:4]1[CH2:8][O:7][C:6](=[O:9])[N:5]1[C:23](=[O:28])[CH2:22][CH2:21][C:15]1[CH:20]=[CH:19][CH:18]=[CH:17][CH:16]=1)([CH3:3])[CH3:2]. The yield is 0.800. (5) The yield is 0.640. The product is [C:1]([C:5]1[CH:10]=[CH:9][C:8]([N+:12]([O-:14])=[O:13])=[CH:7][C:6]=1[NH2:11])([CH3:4])([CH3:2])[CH3:3]. The catalyst is S(=O)(=O)(O)O. The reactants are [C:1]([C:5]1[CH:10]=[CH:9][CH:8]=[CH:7][C:6]=1[NH2:11])([CH3:4])([CH3:3])[CH3:2].[N+:12]([O-])([O-:14])=[O:13].[K+]. (6) The reactants are [CH3:1][N:2]([CH:10]1[CH2:15][CH2:14][C:13]([C:16]2[C:24]3[C:19](=[CH:20][CH:21]=[C:22]([N+:25]([O-])=O)[CH:23]=3)[NH:18][CH:17]=2)=[CH:12][CH2:11]1)[C:3](=[O:9])[O:4][C:5]([CH3:8])([CH3:7])[CH3:6].O.NN. The catalyst is CO.[Ni]. The product is [NH2:25][C:22]1[CH:23]=[C:24]2[C:19](=[CH:20][CH:21]=1)[NH:18][CH:17]=[C:16]2[C:13]1[CH2:14][CH2:15][CH:10]([N:2]([CH3:1])[C:3](=[O:9])[O:4][C:5]([CH3:6])([CH3:7])[CH3:8])[CH2:11][CH:12]=1. The yield is 0.940. (7) The reactants are [Cl:1][C:2]1[CH:3]=[CH:4][C:5]([O:31][CH3:32])=[C:6]([S:8]([NH:11][C:12]2[CH:13]=[C:14]([CH:28]=[CH:29][CH:30]=2)[C:15]([NH:17][C:18]2[CH:23]=[CH:22][C:21]([C:24](=[NH:27])[NH:25][OH:26])=[CH:20][CH:19]=2)=[O:16])(=[O:10])=[O:9])[CH:7]=1.[C:33](N1C=CN=C1)(N1C=CN=C1)=[S:34].N12CCCC1=NCCC2. The catalyst is C(#N)C. The product is [Cl:1][C:2]1[CH:3]=[CH:4][C:5]([O:31][CH3:32])=[C:6]([S:8]([NH:11][C:12]2[CH:13]=[C:14]([CH:28]=[CH:29][CH:30]=2)[C:15]([NH:17][C:18]2[CH:19]=[CH:20][C:21]([C:24]3[NH:27][C:33](=[S:34])[O:26][N:25]=3)=[CH:22][CH:23]=2)=[O:16])(=[O:10])=[O:9])[CH:7]=1. The yield is 0.200. (8) The reactants are [CH2:1]([O:3][C:4]([C:6]1[N:7]=[C:8]([N:22]2[CH2:27][CH2:26][CH2:25][CH2:24][S:23]2(=[O:29])=[O:28])[N:9]([CH3:21])[C:10](=[O:20])[C:11]=1[O:12]CC1C=CC=CC=1)=[O:5])[CH3:2].[H][H]. The catalyst is C(O)C.C(OCC)(=O)C.[Pd]. The product is [CH2:1]([O:3][C:4]([C:6]1[N:7]=[C:8]([N:22]2[CH2:27][CH2:26][CH2:25][CH2:24][S:23]2(=[O:28])=[O:29])[N:9]([CH3:21])[C:10](=[O:20])[C:11]=1[OH:12])=[O:5])[CH3:2]. The yield is 0.820.